From a dataset of Forward reaction prediction with 1.9M reactions from USPTO patents (1976-2016). Predict the product of the given reaction. (1) Given the reactants C[O:2][C:3](=O)[C@@H:4]1[CH2:8][C:7]2([O:12][CH2:11][CH2:10][O:9]2)[CH2:6][N:5]1[C:13]([O:15][CH2:16][C:17]1[CH:22]=[CH:21][CH:20]=[CH:19][CH:18]=1)=[O:14].[BH4-].[Li+], predict the reaction product. The product is: [CH2:16]([O:15][C:13]([N:5]1[CH2:6][C:7]2([O:12][CH2:11][CH2:10][O:9]2)[CH2:8][C@H:4]1[CH2:3][OH:2])=[O:14])[C:17]1[CH:22]=[CH:21][CH:20]=[CH:19][CH:18]=1. (2) Given the reactants CO[CH:3](OC)[CH2:4][CH:5](OC)OC.Cl.[Cl:13][C:14]1[CH:19]=[CH:18][C:17]([NH:20][NH2:21])=[CH:16][CH:15]=1.C(=O)(O)[O-].[Na+], predict the reaction product. The product is: [Cl:13][C:14]1[CH:19]=[CH:18][C:17]([N:20]2[CH:5]=[CH:4][CH:3]=[N:21]2)=[CH:16][CH:15]=1. (3) Given the reactants O[CH:2]([C:11]1[CH:16]=[CH:15][C:14]([NH:17][C:18]([C:20]2[C:21]([C:27]3[CH:32]=[CH:31][C:30]([C:33]([F:36])([F:35])[F:34])=[CH:29][CH:28]=3)=[CH:22][C:23]([CH3:26])=[CH:24][CH:25]=2)=[O:19])=[CH:13][CH:12]=1)[CH2:3][CH2:4][C:5]1[CH:10]=[CH:9][CH:8]=[CH:7][N:6]=1.[H][H], predict the reaction product. The product is: [CH3:26][C:23]1[CH:22]=[C:21]([C:27]2[CH:28]=[CH:29][C:30]([C:33]([F:36])([F:35])[F:34])=[CH:31][CH:32]=2)[C:20]([C:18]([NH:17][C:14]2[CH:15]=[CH:16][C:11]([CH2:2][CH2:3][CH2:4][C:5]3[CH:10]=[CH:9][CH:8]=[CH:7][N:6]=3)=[CH:12][CH:13]=2)=[O:19])=[CH:25][CH:24]=1. (4) Given the reactants [CH3:1][C:2]1[CH:11]=[CH:10][C:9]2[C:4](=[CH:5][CH:6]=[CH:7][C:8]=2[CH:12]2[CH2:17][CH2:16][N:15]([CH2:18][C:19]([C:21]3[CH:22]=[CH:23][C:24]4[O:29][CH2:28][C:27](=[O:30])[NH:26][C:25]=4[CH:31]=3)=[O:20])[CH2:14][CH2:13]2)[N:3]=1.[BH4-].[Na+].[ClH:34], predict the reaction product. The product is: [ClH:34].[ClH:34].[OH:20][CH:19]([C:21]1[CH:22]=[CH:23][C:24]2[O:29][CH2:28][C:27](=[O:30])[NH:26][C:25]=2[CH:31]=1)[CH2:18][N:15]1[CH2:16][CH2:17][CH:12]([C:8]2[CH:7]=[CH:6][CH:5]=[C:4]3[C:9]=2[CH:10]=[CH:11][C:2]([CH3:1])=[N:3]3)[CH2:13][CH2:14]1. (5) Given the reactants [C:1]1([CH2:7][CH2:8][CH2:9][CH:10]2[CH2:15][CH2:14][NH:13][CH2:12][CH2:11]2)[CH:6]=[CH:5][CH:4]=[CH:3][CH:2]=1.Cl[CH2:17][CH2:18][C:19]([C:21]1[CH:26]=[CH:25][CH:24]=[CH:23][CH:22]=1)=[O:20].C(=O)([O-])[O-].[K+].[K+], predict the reaction product. The product is: [O:20]=[C:19]([C:21]1[CH:26]=[CH:25][CH:24]=[CH:23][CH:22]=1)[CH2:18][CH2:17][N:13]1[CH2:12][CH2:11][CH:10]([CH2:9][CH2:8][CH2:7][C:1]2[CH:6]=[CH:5][CH:4]=[CH:3][CH:2]=2)[CH2:15][CH2:14]1. (6) The product is: [F:8][C:6]1[CH:5]=[C:4]([CH2:9][C:10]([NH:12][C@H:13]([C:15]([NH:23][C@@H:22]([CH2:24][CH2:25][CH2:26][CH2:27][N:28]([CH3:30])[CH3:29])[C:21]([O:20][CH3:19])=[O:31])=[O:17])[CH3:14])=[O:11])[CH:3]=[C:2]([F:1])[CH:7]=1. Given the reactants [F:1][C:2]1[CH:3]=[C:4]([CH2:9][C:10]([NH:12][C@H:13]([C:15]([OH:17])=O)[CH3:14])=[O:11])[CH:5]=[C:6]([F:8])[CH:7]=1.Cl.[CH3:19][O:20][C:21](=[O:31])[C@H:22]([CH2:24][CH2:25][CH2:26][CH2:27][N:28]([CH3:30])[CH3:29])[NH2:23], predict the reaction product. (7) Given the reactants [F:1][C:2]1[CH:3]=[C:4]([CH:8]=[C:9]([OH:11])[CH:10]=1)[C:5]([OH:7])=[O:6].C([O-])([O-])=O.[Cs+].[Cs+].O=[C:19]1[CH2:24][CH2:23][CH2:22][CH2:21][CH:20]1C(OCC)=O, predict the reaction product. The product is: [F:1][C:2]1[CH:3]=[C:4]([CH:8]=[C:9]([O:11][C:19]2[CH:24]=[CH:23][CH:22]=[CH:21][CH:20]=2)[CH:10]=1)[C:5]([OH:7])=[O:6]. (8) The product is: [ClH:1].[ClH:36].[Cl:36][C:32]1[C:31]2[CH:30]=[CH:29][CH:28]=[C:27]([NH:26][C:2]3[C:11]4[C:6](=[CH:7][C:8]([O:18][CH2:19][CH2:20][N:21]5[CH2:25][CH2:24][CH2:23][CH2:22]5)=[CH:9][C:10]=4[O:12][CH:13]4[CH2:17][CH2:16][CH2:15][CH2:14]4)[N:5]=[CH:4][N:3]=3)[C:35]=2[O:34][CH:33]=1. Given the reactants [Cl:1][C:2]1[C:11]2[C:6](=[CH:7][C:8]([O:18][CH2:19][CH2:20][N:21]3[CH2:25][CH2:24][CH2:23][CH2:22]3)=[CH:9][C:10]=2[O:12][CH:13]2[CH2:17][CH2:16][CH2:15][CH2:14]2)[N:5]=[CH:4][N:3]=1.[NH2:26][C:27]1[C:35]2[O:34][CH:33]=[C:32]([Cl:36])[C:31]=2[CH:30]=[CH:29][CH:28]=1, predict the reaction product.